Dataset: Catalyst prediction with 721,799 reactions and 888 catalyst types from USPTO. Task: Predict which catalyst facilitates the given reaction. (1) Reactant: [Cl:1][C:2]1[CH:3]=[C:4](/[CH:8]=[CH:9]/[CH:10]2[N:15]3[CH2:16][CH2:17][N:18](C(OC(C)(C)C)=O)[CH2:19][C@@H:14]3[CH2:13][CH2:12][CH2:11]2)[CH:5]=[CH:6][CH:7]=1.C(O)(C(F)(F)F)=O. Product: [Cl:1][C:2]1[CH:3]=[C:4](/[CH:8]=[CH:9]/[CH:10]2[N:15]3[CH2:16][CH2:17][NH:18][CH2:19][C@@H:14]3[CH2:13][CH2:12][CH2:11]2)[CH:5]=[CH:6][CH:7]=1. The catalyst class is: 2. (2) Reactant: Br[C:2]1[C:3]([CH3:21])=[N:4][N:5]([CH2:14][CH:15]2[CH2:20][CH2:19][S:18][CH2:17][CH2:16]2)[C:6]=1[C:7]1[CH:12]=[CH:11][C:10]([F:13])=[CH:9][CH:8]=1.CC1(C)C(C)(C)OB([C:30]2[CH:31]=[CH:32][C:33]3[O:38][CH2:37][C:36](=[O:39])[NH:35][C:34]=3[CH:40]=2)O1.C(=O)([O-])[O-].[Cs+].[Cs+]. Product: [F:13][C:10]1[CH:11]=[CH:12][C:7]([C:6]2[N:5]([CH2:14][CH:15]3[CH2:20][CH2:19][S:18][CH2:17][CH2:16]3)[N:4]=[C:3]([CH3:21])[C:2]=2[C:30]2[CH:31]=[CH:32][C:33]3[O:38][CH2:37][C:36](=[O:39])[NH:35][C:34]=3[CH:40]=2)=[CH:8][CH:9]=1. The catalyst class is: 12. (3) Reactant: [Cl:1][C:2]1[CH:12]=[CH:11][CH:10]=[CH:9][C:3]=1[CH:4]=[CH:5][C:6](O)=[O:7].[BH4-].[Na+].Cl. Product: [Cl:1][C:2]1[CH:12]=[CH:11][CH:10]=[CH:9][C:3]=1/[CH:4]=[CH:5]/[CH2:6][OH:7]. The catalyst class is: 1. (4) Reactant: [C:1](#[N:8])[C:2]1[CH:7]=[CH:6][CH:5]=[CH:4][CH:3]=1.[CH:9]([O-:11])=O.[NH4+:12]. Product: [NH2:12][C:4]1[C:3]([O:11][CH3:9])=[C:2]([CH:7]=[C:6]([C:2]([CH3:7])([CH3:3])[CH3:1])[CH:5]=1)[C:1]#[N:8]. The catalyst class is: 407. (5) Reactant: [CH3:1][O:2][C:3]1[CH:4]=[C:5]([C:11]#[C:12][C:13]2[CH:14]=[N:15][C:16]([NH:19][C:20]3[C:25]([N+:26]([O-])=O)=[CH:24][CH:23]=[CH:22][C:21]=3[CH3:29])=[N:17][CH:18]=2)[CH:6]=[C:7]([O:9][CH3:10])[CH:8]=1.[Cl-].[NH4+]. Product: [CH3:1][O:2][C:3]1[CH:4]=[C:5]([C:11]#[C:12][C:13]2[CH:14]=[N:15][C:16]([NH:19][C:20]3[C:25]([NH2:26])=[CH:24][CH:23]=[CH:22][C:21]=3[CH3:29])=[N:17][CH:18]=2)[CH:6]=[C:7]([O:9][CH3:10])[CH:8]=1. The catalyst class is: 190. (6) Reactant: [Br:1][C:2]1[CH:7]=[CH:6][C:5](I)=[C:4]([Cl:9])[C:3]=1[CH3:10].[CH2:11]([OH:14])[C:12]#[CH:13]. Product: [Br:1][C:2]1[CH:7]=[CH:6][C:5]([C:13]#[C:12][CH2:11][OH:14])=[C:4]([Cl:9])[C:3]=1[CH3:10]. The catalyst class is: 778.